Dataset: Reaction yield outcomes from USPTO patents with 853,638 reactions. Task: Predict the reaction yield, written as a fraction of the theoretical maximum amount of product (1.0 means a 100% yield; for example, 0.34 means a 34% yield). (1) The reactants are [Cl:1][C:2]1[C:3]([O:12][C:13]2[CH:18]=[C:17]([OH:19])[CH:16]=[CH:15][C:14]=2/[CH:20]=[CH:21]/[C:22]([O:24][CH2:25][CH3:26])=[O:23])=[N:4][CH:5]=[C:6]([C:8]([F:11])([F:10])[F:9])[CH:7]=1.[CH3:27][CH:28](I)[CH3:29].C(=O)([O-])[O-].[K+].[K+].Cl. The catalyst is CN(C)C=O. The product is [Cl:1][C:2]1[C:3]([O:12][C:13]2[CH:18]=[C:17]([O:19][CH:28]([CH3:29])[CH3:27])[CH:16]=[CH:15][C:14]=2/[CH:20]=[CH:21]/[C:22]([O:24][CH2:25][CH3:26])=[O:23])=[N:4][CH:5]=[C:6]([C:8]([F:9])([F:11])[F:10])[CH:7]=1. The yield is 0.960. (2) The reactants are [Br:1][C:2]1[N:10]=[CH:9][C:8]2[NH:7][C:6]3[N:11]=[CH:12][C:13](I)=[CH:14][C:5]=3[C:4]=2[CH:3]=1.CC1(C)C(C)(C)OB([C:24]2[CH:40]=[CH:39][C:27]([CH2:28][N:29]3[CH2:34][CH2:33][CH:32]([C:35]([F:38])([F:37])[F:36])[CH2:31][CH2:30]3)=[CH:26][CH:25]=2)O1. The catalyst is C(=O)([O-])[O-].[Na+].[Na+]. The product is [Br:1][C:2]1[N:10]=[CH:9][C:8]2[NH:7][C:6]3[N:11]=[CH:12][C:13]([C:24]4[CH:25]=[CH:26][C:27]([CH2:28][N:29]5[CH2:30][CH2:31][CH:32]([C:35]([F:38])([F:36])[F:37])[CH2:33][CH2:34]5)=[CH:39][CH:40]=4)=[CH:14][C:5]=3[C:4]=2[CH:3]=1. The yield is 0.0700. (3) The reactants are [Na].N[C:3]1[C:4]([C:19]#[N:20])=[N:5][C:6]([C:9]2[CH:14]=[CH:13][C:12]([O:15][CH3:16])=[C:11]([O:17][CH3:18])[CH:10]=2)=[CH:7][CH:8]=1.Cl.[NH2:22][C:23]([NH2:25])=[NH:24]. The catalyst is C(O)CCC. The product is [NH2:24][C:23]1[N:25]=[C:19]([NH2:20])[C:4]2[N:5]=[C:6]([C:9]3[CH:14]=[CH:13][C:12]([O:15][CH3:16])=[C:11]([O:17][CH3:18])[CH:10]=3)[CH:7]=[CH:8][C:3]=2[N:22]=1. The yield is 0.690. (4) The reactants are [NH2:1][C:2]1[CH:17]=[CH:16][C:15]([Br:18])=[CH:14][C:3]=1[C:4]([NH:6][C:7]1[CH:12]=[CH:11][CH:10]=[CH:9][C:8]=1[Cl:13])=[O:5].[Cl:19][CH2:20][C:21](Cl)=O. The catalyst is C(O)(=O)C. The product is [Br:18][C:15]1[CH:14]=[C:3]2[C:2](=[CH:17][CH:16]=1)[N:1]=[C:21]([CH2:20][Cl:19])[N:6]([C:7]1[CH:12]=[CH:11][CH:10]=[CH:9][C:8]=1[Cl:13])[C:4]2=[O:5]. The yield is 0.830. (5) The yield is 0.493. The reactants are [C:1]([O-:4])(=[O:3])[CH3:2].[NH4+:5].[N:6]1[CH:11]=[CH:10][CH:9]=[C:8]([CH:12]=O)[CH:7]=1.C(O)(=O)CC(O)=O.CO. The product is [CH:10]1[CH:11]=[N:6][CH:7]=[C:8]([CH:12]([NH2:5])[CH2:2][C:1]([OH:4])=[O:3])[CH:9]=1. The catalyst is C(O)C. (6) The reactants are [H-].[Na+].[Cl:3][C:4]1[CH:5]=[C:6]([C:10](=[O:22])[CH2:11][CH2:12][N:13]([CH3:21])[C:14](=[O:20])[O:15][C:16]([CH3:19])([CH3:18])[CH3:17])[CH:7]=[CH:8][CH:9]=1.[CH3:23]I. The catalyst is C1COCC1. The product is [Cl:3][C:4]1[CH:5]=[C:6]([C:10](=[O:22])[CH:11]([CH3:23])[CH2:12][N:13]([CH3:21])[C:14](=[O:20])[O:15][C:16]([CH3:17])([CH3:18])[CH3:19])[CH:7]=[CH:8][CH:9]=1. The yield is 0.790. (7) The reactants are [C:1]([Si:5]([O:8][C:9]1[CH:14]=[C:13]([F:15])[CH:12]=[CH:11][C:10]=1[F:16])([CH3:7])[CH3:6])([CH3:4])([CH3:3])[CH3:2].C([Li])(CC)C.CN([CH:25]=[O:26])C. The catalyst is C1COCC1. The product is [Si:5]([O:8][C:9]1[C:10]([F:16])=[C:11]([CH:12]=[C:13]([F:15])[CH:14]=1)[CH:25]=[O:26])([C:1]([CH3:4])([CH3:2])[CH3:3])([CH3:7])[CH3:6]. The yield is 0.596. (8) The reactants are [O:1]1[CH:6]=[CH:5][CH2:4][CH2:3][CH2:2]1.[Br:7][CH2:8][CH2:9][CH2:10][CH2:11][CH2:12][CH2:13][CH2:14][OH:15].CC1C=CC(S(O)(=O)=O)=CC=1. The catalyst is C(Cl)Cl. The product is [Br:7][CH2:8][CH2:9][CH2:10][CH2:11][CH2:12][CH2:13][CH2:14][O:15][CH:6]1[CH2:5][CH2:4][CH2:3][CH2:2][O:1]1. The yield is 0.920. (9) The reactants are [CH2:1]([O:8][C:9]1[CH:14]=[CH:13][C:12]([CH:15]([CH3:19])[C:16]([OH:18])=O)=[CH:11][C:10]=1[Br:20])[C:2]1[CH:7]=[CH:6][CH:5]=[CH:4][CH:3]=1.O=S(Cl)Cl.[CH3:25][O:26][C:27](=[O:37])[C:28]1[C:33]([Cl:34])=[CH:32][C:31]([Cl:35])=[CH:30][C:29]=1[NH2:36].CCCCCC. The catalyst is CCOC(C)=O. The product is [CH3:25][O:26][C:27](=[O:37])[C:28]1[C:33]([Cl:34])=[CH:32][C:31]([Cl:35])=[CH:30][C:29]=1[NH:36][C:16](=[O:18])[CH:15]([C:12]1[CH:13]=[CH:14][C:9]([O:8][CH2:1][C:2]2[CH:3]=[CH:4][CH:5]=[CH:6][CH:7]=2)=[C:10]([Br:20])[CH:11]=1)[CH3:19]. The yield is 0.710. (10) The reactants are CCN(C(C)C)C(C)C.[C:10]1([NH:16][C:17]2[CH:25]=[CH:24][C:20]([C:21]([OH:23])=O)=[CH:19][CH:18]=2)[CH:15]=[CH:14][CH:13]=[CH:12][CH:11]=1.CCN=C=NCCCN(C)C.C1C=CC2N(O)N=NC=2C=1.[NH2:47][CH2:48][C:49]([N:51]1[CH2:56][CH2:55][N:54]([C:57](=[O:68])[C:58]2[CH:63]=[CH:62][CH:61]=[CH:60][C:59]=2[C:64]([F:67])([F:66])[F:65])[CH2:53][CH2:52]1)=[O:50].C(O)(C(F)(F)F)=O. The catalyst is CN(C=O)C.CCCCCC.O. The product is [O:50]=[C:49]([N:51]1[CH2:52][CH2:53][N:54]([C:57](=[O:68])[C:58]2[CH:63]=[CH:62][CH:61]=[CH:60][C:59]=2[C:64]([F:67])([F:66])[F:65])[CH2:55][CH2:56]1)[CH2:48][NH:47][C:21](=[O:23])[C:20]1[CH:19]=[CH:18][C:17]([NH:16][C:10]2[CH:11]=[CH:12][CH:13]=[CH:14][CH:15]=2)=[CH:25][CH:24]=1. The yield is 0.470.